Dataset: Full USPTO retrosynthesis dataset with 1.9M reactions from patents (1976-2016). Task: Predict the reactants needed to synthesize the given product. (1) Given the product [CH2:34]([O:1][C:2]1[CH:3]=[C:4]([CH2:8][NH:9][C:10]([C:12]2[CH:13]=[C:14]3[C:19](=[CH:20][CH:21]=2)[N:18]=[CH:17][CH:16]=[CH:15]3)=[O:11])[CH:5]=[CH:6][CH:7]=1)[CH:35]=[CH:36][CH3:37], predict the reactants needed to synthesize it. The reactants are: [OH:1][C:2]1[CH:3]=[C:4]([CH2:8][NH:9][C:10]([C:12]2[CH:13]=[C:14]3[C:19](=[CH:20][CH:21]=2)[N:18]=[CH:17][CH:16]=[CH:15]3)=[O:11])[CH:5]=[CH:6][CH:7]=1.C(=O)([O-])[O-].[K+].[K+].CN(C=O)C.Br[CH2:34][CH:35]=[CH:36][CH3:37]. (2) The reactants are: [NH2:1][C:2]1[CH:7]=[C:6]([CH3:8])[CH:5]=[CH:4][C:3]=1[S:9][C:10]1[CH:19]=[CH:18][C:13]([C:14]([NH:16][CH3:17])=[O:15])=[CH:12][CH:11]=1.Cl[C:21]1[CH:30]=[CH:29][N:28]=[C:27]2[C:22]=1[CH:23]=[CH:24][C:25]([CH3:31])=[N:26]2. Given the product [CH3:17][NH:16][C:14](=[O:15])[C:13]1[CH:18]=[CH:19][C:10]([S:9][C:3]2[CH:4]=[CH:5][C:6]([CH3:8])=[CH:7][C:2]=2[NH:1][C:21]2[C:22]3[C:27](=[N:26][C:25]([CH3:31])=[CH:24][CH:23]=3)[N:28]=[CH:29][CH:30]=2)=[CH:11][CH:12]=1, predict the reactants needed to synthesize it. (3) Given the product [CH3:4][C@H:3]1[C@@H:2]([C:28]2[CH:33]=[CH:32][CH:31]=[CH:30][CH:29]=2)[O:1][C:44](=[O:43])[N:5]1[CH2:6][C:7]1[CH:23]=[C:22]([C:24]([F:25])([F:26])[F:27])[CH:21]=[CH:20][C:8]=1[O:9][C:10]1[CH:11]=[C:12]([CH2:16][C:17]([OH:19])=[O:18])[CH:13]=[CH:14][CH:15]=1, predict the reactants needed to synthesize it. The reactants are: [OH:1][C@H:2]([C:28]1[CH:33]=[CH:32][CH:31]=[CH:30][CH:29]=1)[C@@H:3]([NH:5][CH2:6][C:7]1[CH:23]=[C:22]([C:24]([F:27])([F:26])[F:25])[CH:21]=[CH:20][C:8]=1[O:9][C:10]1[CH:11]=[C:12]([CH2:16][C:17]([OH:19])=[O:18])[CH:13]=[CH:14][CH:15]=1)[CH3:4].C(N(C(C)C)CC)(C)C.[O:43]1CCOC[CH2:44]1.